Dataset: Peptide-MHC class I binding affinity with 185,985 pairs from IEDB/IMGT. Task: Regression. Given a peptide amino acid sequence and an MHC pseudo amino acid sequence, predict their binding affinity value. This is MHC class I binding data. (1) The peptide sequence is VMNSNTLLSAW. The MHC is HLA-A02:03 with pseudo-sequence HLA-A02:03. The binding affinity (normalized) is 0.0677. (2) The peptide sequence is LSDAARLFL. The MHC is HLA-A03:01 with pseudo-sequence HLA-A03:01. The binding affinity (normalized) is 0.0847. (3) The MHC is HLA-B27:05 with pseudo-sequence HLA-B27:05. The peptide sequence is RLRLIHLLHQTI. The binding affinity (normalized) is 0.497. (4) The peptide sequence is SLYWAIRTL. The MHC is HLA-C06:02 with pseudo-sequence HLA-C06:02. The binding affinity (normalized) is 0.561.